This data is from Forward reaction prediction with 1.9M reactions from USPTO patents (1976-2016). The task is: Predict the product of the given reaction. (1) Given the reactants [Cl:1][C:2]1[CH:7]=[C:6]([Cl:8])[CH:5]=[CH:4][C:3]=1[CH2:9][S:10](Cl)(=[O:12])=[O:11].FC1C(F)=C(F)C(F)=C(F)C=1[O:25][C:26]([C:28]1[C:33](O)=[CH:32][CH:31]=[CH:30][N:29]=1)=O.C(=O)([O-])[O-:36].[K+].[K+], predict the reaction product. The product is: [Cl:1][C:2]1[CH:7]=[C:6]([Cl:8])[CH:5]=[CH:4][C:3]=1[C:9]1[S:10](=[O:12])(=[O:36])[O:11][C:33]([CH3:32])=[C:28]([N:29]=[CH:30][CH3:31])[C:26]=1[OH:25]. (2) Given the reactants [CH2:1]([O:3][C:4]([C:6]1[N:7]([C:27]2[CH:32]=[CH:31][C:30]([O:33][CH:34]([CH3:36])[CH3:35])=[CH:29][CH:28]=2)[C:8]2[C:13]([C:14]=1[NH:15][CH3:16])=[CH:12][C:11]([C:17]1[CH:22]=[CH:21][C:20]([C:23]([CH3:26])([CH3:25])[CH3:24])=[CH:19][CH:18]=1)=[CH:10][CH:9]=2)=[O:5])[CH3:2].[C:37](Cl)(=[O:39])[CH3:38].C(N(CC)CC)C.Cl, predict the reaction product. The product is: [CH2:1]([O:3][C:4]([C:6]1[N:7]([C:27]2[CH:32]=[CH:31][C:30]([O:33][CH:34]([CH3:35])[CH3:36])=[CH:29][CH:28]=2)[C:8]2[C:13]([C:14]=1[NH:15][CH2:16][C:37](=[O:39])[CH3:38])=[CH:12][C:11]([C:17]1[CH:22]=[CH:21][C:20]([C:23]([CH3:26])([CH3:25])[CH3:24])=[CH:19][CH:18]=1)=[CH:10][CH:9]=2)=[O:5])[CH3:2]. (3) Given the reactants [O-]Cl.[Na+].[OH-].[Na+].[F:6][C:7]([F:22])([F:21])[CH2:8][NH:9][C:10]([C:12]1[S:13][C:14]([CH:18]=[N:19][OH:20])=[CH:15][C:16]=1[CH3:17])=[O:11].[Cl:23][C:24]1[CH:29]=[C:28]([C:30]([C:32]([F:35])([F:34])[F:33])=[CH2:31])[CH:27]=[C:26]([Cl:36])[CH:25]=1, predict the reaction product. The product is: [F:22][C:7]([F:6])([F:21])[CH2:8][NH:9][C:10]([C:12]1[S:13][C:14]([C:18]2[CH2:31][C:30]([C:28]3[CH:27]=[C:26]([Cl:36])[CH:25]=[C:24]([Cl:23])[CH:29]=3)([C:32]([F:33])([F:35])[F:34])[O:20][N:19]=2)=[CH:15][C:16]=1[CH3:17])=[O:11].